Dataset: Reaction yield outcomes from USPTO patents with 853,638 reactions. Task: Predict the reaction yield, written as a fraction of the theoretical maximum amount of product (1.0 means a 100% yield; for example, 0.34 means a 34% yield). (1) The reactants are C(OC(=O)[NH:7][C:8]1([C:32](=[O:45])[NH:33][C@H:34]([C:38]2[CH:43]=[CH:42][C:41]([Cl:44])=[CH:40][CH:39]=2)[CH2:35][CH2:36][OH:37])[CH2:13][CH2:12][N:11]([C:14]2[C:15]3[C:29]([O:30][CH3:31])=[CH:28][N:27]=[CH:26][C:16]=3[N:17]=[C:18]([C:20]3[CH:25]=[CH:24][N:23]=[CH:22][CH:21]=3)[N:19]=2)[CH2:10][CH2:9]1)(C)(C)C.FC(F)(F)C(O)=O. The catalyst is C(Cl)Cl.CS(C)=O. The product is [Cl:44][C:41]1[CH:42]=[CH:43][C:38]([C@@H:34]([NH:33][C:32]([C:8]2([NH2:7])[CH2:13][CH2:12][N:11]([C:14]3[C:15]4[C:29]([O:30][CH3:31])=[CH:28][N:27]=[CH:26][C:16]=4[N:17]=[C:18]([C:20]4[CH:25]=[CH:24][N:23]=[CH:22][CH:21]=4)[N:19]=3)[CH2:10][CH2:9]2)=[O:45])[CH2:35][CH2:36][OH:37])=[CH:39][CH:40]=1. The yield is 0.200. (2) The reactants are [Cl:1][C:2]1[CH:3]=[N:4][CH:5]=[C:6]([Cl:49])[C:7]=1[CH:8]([O:41][Si](CC)(CC)CC)[CH2:9][N:10]([CH2:33][C:34]1[CH:39]=[CH:38][C:37]([F:40])=[CH:36][CH:35]=1)[C:11]([C:13]1[CH:14]=[N:15][N:16]([C@H:22]2[CH2:27][CH2:26][C@H:25]([C:28]([O:30][CH2:31][CH3:32])=[O:29])[CH2:24][CH2:23]2)[C:17]=1[C:18]([F:21])([F:20])[F:19])=[O:12].CCCC[N+](CCCC)(CCCC)CCCC.[F-]. The catalyst is C1COCC1. The product is [Cl:49][C:6]1[CH:5]=[N:4][CH:3]=[C:2]([Cl:1])[C:7]=1[CH:8]([OH:41])[CH2:9][N:10]([CH2:33][C:34]1[CH:39]=[CH:38][C:37]([F:40])=[CH:36][CH:35]=1)[C:11]([C:13]1[CH:14]=[N:15][N:16]([C@H:22]2[CH2:23][CH2:24][C@H:25]([C:28]([O:30][CH2:31][CH3:32])=[O:29])[CH2:26][CH2:27]2)[C:17]=1[C:18]([F:21])([F:20])[F:19])=[O:12]. The yield is 0.840. (3) The reactants are I[C:2]1[CH:22]=[CH:21][C:5]2[O:6][CH2:7][C:8]3([C:11]4[N:12]([N:13]=[C:14]([C:16](OCC)=[O:17])[CH:15]=4)[C:4]=2[CH:3]=1)[CH2:10][CH2:9]3.C(N)=[NH:24].C[O-].[Na+].[C:29]([C@:31]1([OH:38])[CH2:35][CH2:34][N:33]([CH3:36])[C:32]1=[O:37])#[CH:30]. The catalyst is CN(C=O)C.CO.[Cl-].[NH4+].C1C=CC(P(C2C=CC=CC=2)C2C=CC=CC=2)=CC=1.C1C=CC(P(C2C=CC=CC=2)C2C=CC=CC=2)=CC=1.Cl[Pd]Cl. The product is [OH:38][C@@:31]1([C:29]#[C:30][C:2]2[CH:22]=[CH:21][C:5]3[O:6][CH2:7][C:8]4([C:11]5[N:12]([N:13]=[C:14]([C:16]([NH2:24])=[O:17])[CH:15]=5)[C:4]=3[CH:3]=2)[CH2:10][CH2:9]4)[CH2:35][CH2:34][N:33]([CH3:36])[C:32]1=[O:37]. The yield is 0.270. (4) The reactants are [C:1]1([C:7](=[CH2:21])[C:8]([C:10]2[CH:20]=[CH:19][C:13]3[O:14][CH2:15][C:16](=[O:18])[NH:17][C:12]=3[CH:11]=2)=O)[CH:6]=[CH:5][CH:4]=[CH:3][CH:2]=1.Cl.Cl.[CH2:24]([NH:31][NH2:32])[C:25]1[CH:30]=[CH:29][CH:28]=[CH:27][CH:26]=1.N1C=CC=CC=1. No catalyst specified. The product is [CH2:24]([N:31]1[CH2:21][CH:7]([C:1]2[CH:6]=[CH:5][CH:4]=[CH:3][CH:2]=2)[C:8]([C:10]2[CH:20]=[CH:19][C:13]3[O:14][CH2:15][C:16](=[O:18])[NH:17][C:12]=3[CH:11]=2)=[N:32]1)[C:25]1[CH:30]=[CH:29][CH:28]=[CH:27][CH:26]=1. The yield is 0.290. (5) The yield is 0.320. The product is [NH2:34][C:35]1[O:31][C:30]([C@@H:25]2[CH2:24][CH2:23][C@@H:22]3[CH2:29][N:26]2[C:27](=[O:28])[N:21]3[O:20][CH2:13][C:14]2[CH:19]=[CH:18][CH:17]=[CH:16][CH:15]=2)=[N:32][N:33]=1. The catalyst is O1CCOCC1. The reactants are C([O-])(O)=O.[Na+].OC(C(F)(F)F)=O.[CH2:13]([O:20][N:21]1[C:27](=[O:28])[N:26]2[CH2:29][C@H:22]1[CH2:23][CH2:24][C@H:25]2[C:30]([NH:32][NH2:33])=[O:31])[C:14]1[CH:19]=[CH:18][CH:17]=[CH:16][CH:15]=1.[N:34]#[C:35]Br. (6) The yield is 0.300. The reactants are [NH2:1][C:2]1[C:7]([C:8]2[CH:13]=[CH:12][CH:11]=[C:10]([F:14])[CH:9]=2)=[C:6]([C:15](=[O:17])[CH3:16])[CH:5]=[C:4]([Cl:18])[C:3]=1[CH3:19].[CH3:20][S:21](Cl)(=[O:23])=[O:22]. The product is [C:15]([C:6]1[C:7]([C:8]2[CH:13]=[CH:12][CH:11]=[C:10]([F:14])[CH:9]=2)=[C:2]([N:1]([S:21]([CH3:20])(=[O:23])=[O:22])[S:21]([CH3:20])(=[O:23])=[O:22])[C:3]([CH3:19])=[C:4]([Cl:18])[CH:5]=1)(=[O:17])[CH3:16]. The catalyst is C(Cl)Cl.CN(C)C1C=CN=CC=1.